This data is from Forward reaction prediction with 1.9M reactions from USPTO patents (1976-2016). The task is: Predict the product of the given reaction. (1) Given the reactants Cl.[NH2:2][CH2:3][C:4]([NH:6][CH:7]([C:14]1[CH:19]=[CH:18][C:17]([Cl:20])=[CH:16][CH:15]=1)[C:8]1[CH:13]=[CH:12][CH:11]=[CH:10][CH:9]=1)=[O:5].[F:21][CH:22]([F:33])[O:23][C:24]1[CH:32]=[CH:31][C:27]([C:28](O)=[O:29])=[CH:26][CH:25]=1, predict the reaction product. The product is: [Cl:20][C:17]1[CH:18]=[CH:19][C:14]([CH:7]([NH:6][C:4]([CH2:3][NH:2][C:28](=[O:29])[C:27]2[CH:31]=[CH:32][C:24]([O:23][CH:22]([F:21])[F:33])=[CH:25][CH:26]=2)=[O:5])[C:8]2[CH:13]=[CH:12][CH:11]=[CH:10][CH:9]=2)=[CH:15][CH:16]=1. (2) Given the reactants [F:1][C:2]([F:7])([F:6])[C:3]([OH:5])=[O:4].[F:8][C:9]1[N:14]=[CH:13][C:12]([N:15]2[CH2:19][CH:18]([C:20]([O:22]C(C)(C)C)=[O:21])[N:17]([CH3:27])[C:16]2=[O:28])=[CH:11][CH:10]=1, predict the reaction product. The product is: [OH:5][C:3]([C:2]([F:7])([F:6])[F:1])=[O:4].[F:8][C:9]1[N:14]=[CH:13][C:12]([N:15]2[CH2:19][CH:18]([C:20]([OH:22])=[O:21])[N:17]([CH3:27])[C:16]2=[O:28])=[CH:11][CH:10]=1. (3) Given the reactants [F:1][C:2]([F:12])([F:11])[C:3]1[CH:8]=[CH:7][N:6]=[C:5]([CH2:9][OH:10])[CH:4]=1.[H-].[Na+].Br[CH2:16][C:17]([O:19]C(C)(C)C)=[O:18].O, predict the reaction product. The product is: [F:12][C:2]([F:11])([F:1])[C:3]1[CH:8]=[CH:7][N:6]=[C:5]([CH2:9][O:10][CH2:16][C:17]([OH:19])=[O:18])[CH:4]=1. (4) Given the reactants [C:1]([O:7][CH2:8][CH3:9])(=[O:6])[CH2:2][C:3]([CH3:5])=[O:4].[CH3:10][C:11](=[O:17])[CH2:12][CH2:13][CH2:14][CH2:15][CH3:16].C[Si](C)(OC(=O)C)OC(=O)C, predict the reaction product. The product is: [CH3:10][C:11](=[O:17])[CH2:12][CH2:13][CH2:14][CH2:15][CH3:16].[C:1]([O:7][CH2:8][CH3:9])(=[O:6])[CH2:2][C:3]([CH3:5])=[O:4]. (5) Given the reactants Cl[C:2]1[CH:11]=[CH:10][C:9]([CH3:12])=[C:8]2[C:3]=1[C:4]([CH3:15])=[CH:5][C:6]([CH3:14])([CH3:13])[NH:7]2.[CH3:16][N:17](C)C(=O)C, predict the reaction product. The product is: [C:16]([C:2]1[CH:11]=[CH:10][C:9]([CH3:12])=[C:8]2[C:3]=1[C:4]([CH3:15])=[CH:5][C:6]([CH3:14])([CH3:13])[NH:7]2)#[N:17]. (6) Given the reactants [F:1][C:2]([F:19])([F:18])[C:3]1[CH:4]=[C:5]([N:9]2[CH2:14][CH2:13][CH:12]([C:15]([OH:17])=O)[CH2:11][CH2:10]2)[CH:6]=[CH:7][CH:8]=1.[Cl:20][C:21]1[N:26]=[N:25][C:24]([NH2:27])=[C:23]([CH3:28])[CH:22]=1.[F:29][C:30]([F:47])([F:46])[C:31]1[CH:32]=[C:33]([N:37]2[CH2:42][CH2:41][CH:40]([C:43]([Cl:45])=[O:44])[CH2:39][CH2:38]2)[CH:34]=[CH:35][CH:36]=1, predict the reaction product. The product is: [F:46][C:30]([F:29])([F:47])[C:31]1[CH:32]=[C:33]([N:37]2[CH2:42][CH2:41][CH:40]([C:43]([Cl:45])=[O:44])[CH2:39][CH2:38]2)[CH:34]=[CH:35][CH:36]=1.[Cl:20][C:21]1[N:26]=[N:25][C:24]([NH:27][C:15]([CH:12]2[CH2:11][CH2:10][N:9]([C:5]3[CH:6]=[CH:7][CH:8]=[C:3]([C:2]([F:1])([F:19])[F:18])[CH:4]=3)[CH2:14][CH2:13]2)=[O:17])=[C:23]([CH3:28])[CH:22]=1. (7) Given the reactants [CH3:1][C:2]1[C:3]([NH:8][CH:9]=O)=[N:4][NH:5][C:6]=1[CH3:7].B.C1COCC1, predict the reaction product. The product is: [CH3:9][NH:8][C:3]1[C:2]([CH3:1])=[C:6]([CH3:7])[NH:5][N:4]=1. (8) Given the reactants O.[OH-].[Li+].[Br:4][C:5]1[CH:6]=[N:7][C:8]([N:11]2[C:19]3[C:14](=[CH:15][CH:16]=[C:17]([C:20]([O:22]C)=[O:21])[CH:18]=3)[C:13]([S:24][CH3:25])=[CH:12]2)=[N:9][CH:10]=1, predict the reaction product. The product is: [Br:4][C:5]1[CH:6]=[N:7][C:8]([N:11]2[C:19]3[C:14](=[CH:15][CH:16]=[C:17]([C:20]([OH:22])=[O:21])[CH:18]=3)[C:13]([S:24][CH3:25])=[CH:12]2)=[N:9][CH:10]=1. (9) Given the reactants [CH3:1][C:2]1[C:3]([NH:8][S:9]([C:12]2[CH:21]=[CH:20][C:15]([C:16]([O:18][CH3:19])=[O:17])=[CH:14][CH:13]=2)(=[O:11])=[O:10])=[N:4][CH:5]=[CH:6][CH:7]=1.Br[CH2:23][C:24]1[CH:29]=[CH:28][CH:27]=[CH:26][CH:25]=1, predict the reaction product. The product is: [CH2:23]([N:8]([C:3]1[C:2]([CH3:1])=[CH:7][CH:6]=[CH:5][N:4]=1)[S:9]([C:12]1[CH:21]=[CH:20][C:15]([C:16]([O:18][CH3:19])=[O:17])=[CH:14][CH:13]=1)(=[O:11])=[O:10])[C:24]1[CH:29]=[CH:28][CH:27]=[CH:26][CH:25]=1.